This data is from Catalyst prediction with 721,799 reactions and 888 catalyst types from USPTO. The task is: Predict which catalyst facilitates the given reaction. (1) Reactant: Br[C:2]1[N:10]([CH2:11][C@H:12]2[CH2:17][CH2:16][C@H:15]([CH3:18])[CH2:14][CH2:13]2)[C:9]2[C:4](=[N:5][C:6]([Cl:26])=[N:7][C:8]=2[C:19]2[CH:24]=[CH:23][CH:22]=[C:21]([Cl:25])[CH:20]=2)[N:3]=1.[CH3:27][C@@H:28]1[CH2:33][O:32][CH2:31][CH2:30][NH:29]1.[F-].[K+]. Product: [Cl:26][C:6]1[N:5]=[C:4]2[C:9]([N:10]([CH2:11][C@H:12]3[CH2:17][CH2:16][C@H:15]([CH3:18])[CH2:14][CH2:13]3)[C:2]([N:29]3[CH2:30][CH2:31][O:32][CH2:33][C@H:28]3[CH3:27])=[N:3]2)=[C:8]([C:19]2[CH:24]=[CH:23][CH:22]=[C:21]([Cl:25])[CH:20]=2)[N:7]=1. The catalyst class is: 58. (2) Reactant: [CH3:1][O:2][N:3]=[C:4]1[CH2:8][N:7]([C:9]([O:11]C(C)(C)C)=O)[C@H:6]([C:16]2[O:17][C:18](=[S:21])[NH:19][N:20]=2)[CH2:5]1.C(N(CC)CC)C.[C:29]1([C:38]2[CH:43]=[CH:42][CH:41]=[CH:40][CH:39]=2)[CH:34]=[CH:33][C:32](C(Cl)=O)=[CH:31][CH:30]=1.C(O)C(N)(CO)CO. Product: [CH3:1][O:2][N:3]=[C:4]1[CH2:5][C@@H:6]([C:16]2[O:17][C:18](=[S:21])[NH:19][N:20]=2)[N:7]([C:9]([C:41]2[CH:42]=[CH:43][C:38]([C:29]3[CH:34]=[CH:33][CH:32]=[CH:31][CH:30]=3)=[CH:39][CH:40]=2)=[O:11])[CH2:8]1. The catalyst class is: 2. (3) Reactant: [F:1][CH:2]([F:32])[C:3]1[CH:8]=[CH:7][C:6]([C:9]2[N:14]=[CH:13][N:12]=[C:11]([CH2:15][NH:16][C:17]([C@@H:19]3[C@@H:23]([F:24])[CH2:22][CH2:21][N:20]3C(OC(C)(C)C)=O)=[O:18])[CH:10]=2)=[CH:5][CH:4]=1. The catalyst class is: 89. Product: [F:32][CH:2]([F:1])[C:3]1[CH:8]=[CH:7][C:6]([C:9]2[N:14]=[CH:13][N:12]=[C:11]([CH2:15][NH:16][C:17]([C@@H:19]3[C@@H:23]([F:24])[CH2:22][CH2:21][NH:20]3)=[O:18])[CH:10]=2)=[CH:5][CH:4]=1. (4) Reactant: [CH2:1]([O:5][C:6]1[C:11]2[C:12]([O:15][CH2:16][CH:17]3[CH2:22][CH2:21][N:20]([CH2:23][C:24]4([OH:30])[CH2:29][CH2:28][O:27][CH2:26][CH2:25]4)[CH2:19][CH2:18]3)=[N:13][O:14][C:10]=2[CH:9]=[CH:8][CH:7]=1)[CH:2]([CH3:4])[CH3:3].O.[C:32]1([CH3:42])[CH:37]=[CH:36][C:35]([S:38]([OH:41])(=[O:40])=[O:39])=[CH:34][CH:33]=1. Product: [C:32]1([CH3:42])[CH:33]=[CH:34][C:35]([S:38]([O-:41])(=[O:39])=[O:40])=[CH:36][CH:37]=1.[OH:30][C:24]1([CH2:23][NH+:20]2[CH2:19][CH2:18][CH:17]([CH2:16][O:15][C:12]3[C:11]4[C:6]([O:5][CH2:1][CH:2]([CH3:4])[CH3:3])=[CH:7][CH:8]=[CH:9][C:10]=4[O:14][N:13]=3)[CH2:22][CH2:21]2)[CH2:29][CH2:28][O:27][CH2:26][CH2:25]1. The catalyst class is: 13. (5) Reactant: [NH2:1][C:2]1[CH:19]=[CH:18][C:17]([Br:20])=[CH:16][C:3]=1[C:4]([NH:6][CH2:7][C:8]1[CH:13]=[CH:12][CH:11]=[CH:10][C:9]=1[O:14][CH3:15])=[O:5].N1C=CC=CC=1.[N+:27]([C:30]1[CH:35]=[C:34]([C:36]([F:39])([F:38])[F:37])[CH:33]=[CH:32][C:31]=1[S:40](Cl)(=[O:42])=[O:41])([O-:29])=[O:28]. Product: [Br:20][C:17]1[CH:18]=[CH:19][C:2]([NH:1][S:40]([C:31]2[CH:32]=[CH:33][C:34]([C:36]([F:38])([F:39])[F:37])=[CH:35][C:30]=2[N+:27]([O-:29])=[O:28])(=[O:41])=[O:42])=[C:3]([CH:16]=1)[C:4]([NH:6][CH2:7][C:8]1[CH:13]=[CH:12][CH:11]=[CH:10][C:9]=1[O:14][CH3:15])=[O:5]. The catalyst class is: 96.